From a dataset of Reaction yield outcomes from USPTO patents with 853,638 reactions. Predict the reaction yield, written as a fraction of the theoretical maximum amount of product (1.0 means a 100% yield; for example, 0.34 means a 34% yield). (1) The reactants are [Cl:1][C:2]1[S:3][CH:4]=[C:5]([CH2:7][CH2:8][CH2:9][CH2:10][CH2:11][CH3:12])[N:6]=1.[I:13]N1C(=O)CCC1=O. The catalyst is C(#N)C. The product is [Cl:1][C:2]1[S:3][C:4]([I:13])=[C:5]([CH2:7][CH2:8][CH2:9][CH2:10][CH2:11][CH3:12])[N:6]=1. The yield is 0.876. (2) The reactants are [CH2:1]([O:8][N:9]1[C:15](=[O:16])[N:14]2[CH2:17][CH:10]1[CH2:11][CH2:12][CH:13]2[C:18]([OH:20])=O)[C:2]1[CH:7]=[CH:6][CH:5]=[CH:4][CH:3]=1.[C:21]([NH:29][NH2:30])(=[O:28])[C:22]1[CH:27]=[CH:26][CH:25]=[CH:24][CH:23]=1.[I-].ClC1C=CC=C[N+]=1C.C(=O)(O)[O-].[Na+]. The catalyst is O1CCCC1.C(N(CC)CC)C. The product is [C:21]([NH:29][NH:30][C:18]([CH:13]1[CH2:12][CH2:11][CH:10]2[CH2:17][N:14]1[C:15](=[O:16])[N:9]2[O:8][CH2:1][C:2]1[CH:3]=[CH:4][CH:5]=[CH:6][CH:7]=1)=[O:20])(=[O:28])[C:22]1[CH:27]=[CH:26][CH:25]=[CH:24][CH:23]=1. The yield is 0.860. (3) The reactants are [C:1]([O:5][C:6]([N:8]1[CH2:12][C@@H:11]([OH:13])[CH2:10][C@H:9]1[CH2:14][O:15][C:16]1[CH:25]=[CH:24][C:19]([C:20]([O:22][CH3:23])=[O:21])=[CH:18][CH:17]=1)=[O:7])([CH3:4])([CH3:3])[CH3:2].[H-].[Na+].[CH3:28]I. The catalyst is C1COCC1. The product is [C:1]([O:5][C:6]([N:8]1[CH2:12][C@@H:11]([O:13][CH3:28])[CH2:10][C@H:9]1[CH2:14][O:15][C:16]1[CH:17]=[CH:18][C:19]([C:20]([O:22][CH3:23])=[O:21])=[CH:24][CH:25]=1)=[O:7])([CH3:4])([CH3:2])[CH3:3]. The yield is 0.600. (4) The reactants are F[C:2]1[CH:3]=[C:4]([C:9]2[CH:10]=[C:11]([CH2:20][O:21][S:22]([CH3:25])(=[O:24])=[O:23])[C:12](=[O:19])[N:13]([CH2:15][CH:16]([CH3:18])[CH3:17])[N:14]=2)[CH:5]=[CH:6][C:7]=1C.OCC1C(=O)N(CC(C)C)N=C(C2C=CC=CC=2)C=1. No catalyst specified. The product is [CH2:15]([N:13]1[C:12](=[O:19])[C:11]([CH2:20][O:21][S:22]([CH3:25])(=[O:23])=[O:24])=[CH:10][C:9]([C:4]2[CH:3]=[CH:2][CH:7]=[CH:6][CH:5]=2)=[N:14]1)[CH:16]([CH3:18])[CH3:17]. The yield is 0.684. (5) The reactants are [C:1]([NH:5][C:6]([C:8]1[C:16]2[C:11](=[N:12][C:13]([Cl:24])=[C:14]([NH:17][C:18]3[S:22][N:21]=[C:20]([CH3:23])[CH:19]=3)[N:15]=2)[N:10](COCC[Si](C)(C)C)[CH:9]=1)=[O:7])([CH3:4])([CH3:3])[CH3:2].FC(F)(F)C(O)=O. The catalyst is ClCCl. The product is [C:1]([NH:5][C:6]([C:8]1[C:16]2[C:11](=[N:12][C:13]([Cl:24])=[C:14]([NH:17][C:18]3[S:22][N:21]=[C:20]([CH3:23])[CH:19]=3)[N:15]=2)[NH:10][CH:9]=1)=[O:7])([CH3:4])([CH3:3])[CH3:2]. The yield is 0.460.